From a dataset of Full USPTO retrosynthesis dataset with 1.9M reactions from patents (1976-2016). Predict the reactants needed to synthesize the given product. (1) Given the product [CH2:8]([C:7]1[CH:6]=[CH:5][CH:4]=[C:3]2[C:2]=1[N:1]=[C:18]([C:21]1[S:25][C:24]([CH2:26][C:27]([NH2:29])=[O:28])=[CH:23][CH:22]=1)[CH:19]=[C:10]2[C:12]1[CH:17]=[CH:16][CH:15]=[CH:14][CH:13]=1)[CH3:9], predict the reactants needed to synthesize it. The reactants are: [NH2:1][C:2]1[C:7]([CH2:8][CH3:9])=[CH:6][CH:5]=[CH:4][C:3]=1[C:10]([C:12]1[CH:17]=[CH:16][CH:15]=[CH:14][CH:13]=1)=O.[C:18]([C:21]1[S:25][C:24]([CH2:26][C:27]([NH2:29])=[O:28])=[CH:23][CH:22]=1)(=O)[CH3:19].C(O)(=O)CC(CC(O)=O)(C(O)=O)O. (2) Given the product [Br:1][C:2]1[N:6]([CH2:7][O:8][CH2:9][CH2:10][Si:11]([CH3:12])([CH3:13])[CH3:14])[C:5]([C:15]([NH:19][C:20]2[CH:25]=[CH:24][CH:23]=[CH:22][C:21]=2[CH2:26][C:27]([O:29][C:30]([CH3:33])([CH3:32])[CH3:31])=[O:28])=[O:17])=[N:4][CH:3]=1, predict the reactants needed to synthesize it. The reactants are: [Br:1][C:2]1[N:6]([CH2:7][O:8][CH2:9][CH2:10][Si:11]([CH3:14])([CH3:13])[CH3:12])[C:5]([C:15]([O-:17])=O)=[N:4][CH:3]=1.[Li+].[NH2:19][C:20]1[CH:25]=[CH:24][CH:23]=[CH:22][C:21]=1[CH2:26][C:27]([O:29][C:30]([CH3:33])([CH3:32])[CH3:31])=[O:28].